Binary Classification. Given a drug SMILES string, predict its activity (active/inactive) in a high-throughput screening assay against a specified biological target. From a dataset of M1 muscarinic receptor antagonist screen with 61,756 compounds. (1) The drug is O1CCN(CCN2C(C(c3c(C2=O)cccc3)C(O)=O)c2ccc(OCC)cc2)CC1. The result is 0 (inactive). (2) The result is 0 (inactive). The drug is Clc1sc2c(n(c(c2)C(=O)NCc2cccnc2)CC)c1. (3) The molecule is O=C1N(Cc2cc3c(n(c(c3)C)C)cc2)C(=O)c2c1cccc2. The result is 0 (inactive). (4) The result is 0 (inactive). The drug is O=C(Nc1nn(nn1)CCCC)c1ccc(c2ccccc2)cc1. (5) The molecule is o1c(c2nn3c4c(nc3nc2c2occc2)cccc4)ccc1. The result is 0 (inactive). (6) The drug is O=C(NC1CCCCC1)NCCc1ccccc1. The result is 0 (inactive). (7) The molecule is Clc1cc(N2CCN(CC2)C(OC)=O)ccc1Cl. The result is 0 (inactive). (8) The drug is O=C1N(C(=O)N(C(=O)C1(CCc1ccncc1)Cc1cc2OCOc2cc1)C)C. The result is 0 (inactive). (9) The result is 0 (inactive). The molecule is FC(F)(F)C1(Oc2c(NC1=O)cccc2)OC(=O)C. (10) The result is 0 (inactive). The drug is O=C1CC(CC(=O)/C1=C\NCC1CCN(CC1)C(=O)Nc1ccccc1)(C)C.